Predict the reactants needed to synthesize the given product. From a dataset of Full USPTO retrosynthesis dataset with 1.9M reactions from patents (1976-2016). (1) Given the product [OH:27][CH:14]([C:15]([OH:30])([CH3:17])[CH3:16])[CH2:13][CH2:12][O:11][C:9]1[CH:10]=[C:2]([F:1])[CH:3]=[C:4]([NH:18][C:19]2[CH:24]=[CH:23][C:22]([I:25])=[CH:21][C:20]=2[F:26])[C:5]=1[C:6]([NH2:8])=[O:7], predict the reactants needed to synthesize it. The reactants are: [F:1][C:2]1[CH:10]=[C:9]([O:11][CH2:12][CH2:13][CH:14]=[C:15]([CH3:17])[CH3:16])[C:5]([C:6]([NH2:8])=[O:7])=[C:4]([NH:18][C:19]2[CH:24]=[CH:23][C:22]([I:25])=[CH:21][C:20]=2[F:26])[CH:3]=1.[OH2:27].CC(C)=[O:30]. (2) Given the product [NH2:25][C:3]1[C:2]([CH3:1])=[CH:11][CH:10]=[C:9]2[C:4]=1[CH:5]=[CH:6][N:7]([C@H:13]1[CH2:17][CH2:16][N:15]([C:18]([O:20][C:21]([CH3:24])([CH3:23])[CH3:22])=[O:19])[CH2:14]1)[C:8]2=[O:12], predict the reactants needed to synthesize it. The reactants are: [CH3:1][C:2]1[C:3]([N+:25]([O-])=O)=[C:4]2[C:9](=[CH:10][CH:11]=1)[C:8](=[O:12])[N:7]([C@H:13]1[CH2:17][CH2:16][N:15]([C:18]([O:20][C:21]([CH3:24])([CH3:23])[CH3:22])=[O:19])[CH2:14]1)[CH:6]=[CH:5]2.C(O)C.[Cl-].[NH4+].O. (3) Given the product [Br:30][C:29]1[C:24]([N:20]2[C:19]([CH2:18][C:11]3[N:10]=[CH:9][N:8]4[N:7]=[C:6]([C:40]([OH:39])([CH3:36])[CH3:31])[N:14]=[C:13]4[C:12]=3[CH2:15][CH2:16][CH3:17])=[CH:23][CH:22]=[N:21]2)=[N:25][CH:26]=[CH:27][CH:28]=1, predict the reactants needed to synthesize it. The reactants are: C(OC([C:6]1[N:14]=[C:13]2[N:8]([CH:9]=[N:10][C:11]([CH2:18][C:19]3[N:20]([C:24]4[C:29]([Br:30])=[CH:28][CH:27]=[CH:26][N:25]=4)[N:21]=[CH:22][CH:23]=3)=[C:12]2[CH2:15][CH2:16][CH3:17])[N:7]=1)=O)C.[CH3:31][Mg]Br.[Cl-].[NH4+].[CH2:36]1[CH2:40][O:39]CC1. (4) Given the product [Cl:33][C:28]1[CH:29]=[C:30]([O:10][CH:9]([C:11]2[CH:16]=[CH:15][CH:14]=[CH:13][C:12]=2[C:17]2[CH:18]=[N:19][N:20]([CH3:22])[CH:21]=2)[C:8]([F:7])([F:23])[F:24])[N:31]=[C:26]([NH2:25])[N:27]=1, predict the reactants needed to synthesize it. The reactants are: C([O-])([O-])=O.[Cs+].[Cs+].[F:7][C:8]([F:24])([F:23])[CH:9]([C:11]1[CH:16]=[CH:15][CH:14]=[CH:13][C:12]=1[C:17]1[CH:18]=[N:19][N:20]([CH3:22])[CH:21]=1)[OH:10].[NH2:25][C:26]1[N:31]=[C:30](Cl)[CH:29]=[C:28]([Cl:33])[N:27]=1.O. (5) Given the product [C:3]([O:7][C:8]([N:10]1[CH2:14][CH2:13][C:12]([C:15]([C:17]2[CH:18]=[C:19]3[C:23](=[CH:24][CH:25]=2)[N:22]([S:43]([C:37]2[CH:42]=[CH:41][CH:40]=[CH:39][CH:38]=2)(=[O:45])=[O:44])[CH:21]=[C:20]3[I:33])=[O:16])([CH2:26][C:27]2[CH:28]=[CH:29][CH:30]=[CH:31][CH:32]=2)[CH2:11]1)=[O:9])([CH3:6])([CH3:4])[CH3:5], predict the reactants needed to synthesize it. The reactants are: [OH-].[K+].[C:3]([O:7][C:8]([N:10]1[CH2:14][CH2:13][C:12]([CH2:26][C:27]2[CH:32]=[CH:31][CH:30]=[CH:29][CH:28]=2)([C:15]([C:17]2[CH:18]=[C:19]3[C:23](=[CH:24][CH:25]=2)[NH:22][CH:21]=[CH:20]3)=[O:16])[CH2:11]1)=[O:9])([CH3:6])([CH3:5])[CH3:4].[I:33]I.[H-].[Na+].[C:37]1([S:43](Cl)(=[O:45])=[O:44])[CH:42]=[CH:41][CH:40]=[CH:39][CH:38]=1. (6) Given the product [C:23]([CH:16]([C:17]1[CH:22]=[CH:21][CH:20]=[CH:19][CH:18]=1)[O:15][C:13]1[C:12]2[C:7](=[CH:8][C:9]([Cl:28])=[CH:10][C:11]=2[Cl:27])[CH:6]=[C:5]([C:3]([OH:4])=[O:2])[CH:14]=1)([OH:25])=[O:24], predict the reactants needed to synthesize it. The reactants are: C[O:2][C:3]([C:5]1[CH:14]=[C:13]([O:15][CH:16]([C:23]([O:25]C)=[O:24])[C:17]2[CH:22]=[CH:21][CH:20]=[CH:19][CH:18]=2)[C:12]2[C:7](=[CH:8][C:9]([Cl:28])=[CH:10][C:11]=2[Cl:27])[CH:6]=1)=[O:4].[Li+].[OH-]. (7) Given the product [O:28]=[S:27]1(=[O:29])[C:22]2[CH:23]=[CH:24][CH:25]=[CH:26][C:21]=2[NH:20][C:3]([C:4]2[C:13](=[O:14])[C:12]([CH3:15])([CH3:16])[C:11]3[C:6]([C:5]=2[OH:17])=[CH:7][CH:8]=[CH:9][CH:10]=3)=[N:30]1, predict the reactants needed to synthesize it. The reactants are: CS[C:3](SC)=[C:4]1[C:13](=[O:14])[C:12]([CH3:16])([CH3:15])[C:11]2[C:6](=[CH:7][CH:8]=[CH:9][CH:10]=2)[C:5]1=[O:17].[NH2:20][C:21]1[CH:26]=[CH:25][CH:24]=[CH:23][C:22]=1[S:27]([NH2:30])(=[O:29])=[O:28]. (8) Given the product [F:13][C:12]1[CH:11]=[C:10]([F:14])[CH:9]=[CH:8][C:7]=1[C:6]1[CH:5]=[C:4]([C:15]([O:17][CH2:22][CH2:23][CH3:24])=[O:16])[C:3]([OH:18])=[CH:2][CH:1]=1, predict the reactants needed to synthesize it. The reactants are: [CH:1]1[C:6]([C:7]2[CH:8]=[CH:9][C:10]([F:14])=[CH:11][C:12]=2[F:13])=[CH:5][C:4]([C:15]([OH:17])=[O:16])=[C:3]([OH:18])[CH:2]=1.Cl.CN(C)[CH2:22][CH2:23][CH2:24]N=C=N.O.ON1C2C=CC=CC=2N=N1.C(O)CC. (9) Given the product [Cl:19][C:4]1[N:3]=[C:2]([NH:31][CH2:30][C:26]2[CH:25]=[C:24]3[C:29](=[CH:28][CH:27]=2)[N:20]=[CH:21][CH:22]=[CH:23]3)[C:7]([N+:8]([O-:10])=[O:9])=[C:6]([NH:11][C:12](=[O:18])[O:13][C:14]([CH3:17])([CH3:16])[CH3:15])[CH:5]=1, predict the reactants needed to synthesize it. The reactants are: Cl[C:2]1[C:7]([N+:8]([O-:10])=[O:9])=[C:6]([NH:11][C:12](=[O:18])[O:13][C:14]([CH3:17])([CH3:16])[CH3:15])[CH:5]=[C:4]([Cl:19])[N:3]=1.[N:20]1[C:29]2[C:24](=[CH:25][C:26]([CH2:30][NH2:31])=[CH:27][CH:28]=2)[CH:23]=[CH:22][CH:21]=1. (10) Given the product [Cl:13][C:14]1[CH:15]=[C:16]([N+:21]([O-:23])=[O:22])[CH:17]=[CH:18][C:19]=1[O:12][C:8]1[CH:7]=[C:6]([C:5]2[O:1][CH:2]=[N:3][CH:4]=2)[CH:11]=[CH:10][CH:9]=1, predict the reactants needed to synthesize it. The reactants are: [O:1]1[C:5]([C:6]2[CH:7]=[C:8]([OH:12])[CH:9]=[CH:10][CH:11]=2)=[CH:4][N:3]=[CH:2]1.[Cl:13][C:14]1[CH:15]=[C:16]([N+:21]([O-:23])=[O:22])[CH:17]=[CH:18][C:19]=1F.C(=O)([O-])[O-].[K+].[K+].